From a dataset of Catalyst prediction with 721,799 reactions and 888 catalyst types from USPTO. Predict which catalyst facilitates the given reaction. Reactant: [Cl:1][C:2]1[N:7]=[C:6]([C:8]2(C#N)[CH2:12][CH2:11][CH2:10][CH2:9]2)[CH:5]=[CH:4][CH:3]=1.CCOC(C)=O.[C:21]([O-:24])(O)=[O:22].[Na+]. Product: [Cl:1][C:2]1[N:7]=[C:6]([C:8]2([C:21]([OH:24])=[O:22])[CH2:12][CH2:11][CH2:10][CH2:9]2)[CH:5]=[CH:4][CH:3]=1. The catalyst class is: 33.